From a dataset of Reaction yield outcomes from USPTO patents with 853,638 reactions. Predict the reaction yield, written as a fraction of the theoretical maximum amount of product (1.0 means a 100% yield; for example, 0.34 means a 34% yield). (1) The product is [O:14]1[C:8]2[CH:9]=[C:10]([S:18]([Cl:21])(=[O:20])=[O:19])[CH:11]=[CH:12][C:7]=2[CH2:16][CH2:15]1. The reactants are C([Li])CCC.Br[C:7]1[CH:12]=[CH:11][CH:10]=[C:9](Br)[C:8]=1[O:14][CH2:15][CH2:16]Br.[S:18](=[O:20])=[O:19].[Cl:21]NC(=O)CCC(N)=O. The catalyst is O1CCCC1.ClCCl. The yield is 0.410. (2) The reactants are [CH3:1][S:2][C:3]1[CH:4]=[CH:5][C:6]([CH:9]([CH2:14][CH:15]2[CH2:20][CH2:19][O:18][CH2:17][CH2:16]2)[C:10](=[O:13])[CH:11]=[CH2:12])=[N:7][CH:8]=1.[N:21]1[CH:26]=[CH:25][CH:24]=[CH:23][C:22]=1[CH:27]=[O:28].C(N(CC)CC)C. The catalyst is C(O)C.[Cl-].C([N+]1C(C)=C(CCO)SC=1)C1C=CC=CC=1.C(OCC)(=O)C. The product is [CH3:1][S:2][C:3]1[CH:4]=[CH:5][C:6]([CH:9]([CH2:14][CH:15]2[CH2:16][CH2:17][O:18][CH2:19][CH2:20]2)[C:10](=[O:13])[CH2:11][CH2:12][C:27]([C:22]2[CH:23]=[CH:24][CH:25]=[CH:26][N:21]=2)=[O:28])=[N:7][CH:8]=1. The yield is 0.370.